Dataset: hERG Central: cardiac toxicity at 1µM, 10µM, and general inhibition. Task: Predict hERG channel inhibition at various concentrations. (1) The compound is CC(NCc1cc(Br)ccc1OCC(=O)NCc1ccccc1)c1ccccc1.Cl. Results: hERG_inhib (hERG inhibition (general)): blocker. (2) The drug is Fc1ccc(C2c3[nH]c4ccccc4c3CCN2CCCn2cccn2)cc1. Results: hERG_inhib (hERG inhibition (general)): blocker. (3) The drug is CCCN(CCC)c1nc(-c2ccccn2)nc2ccccc12. Results: hERG_inhib (hERG inhibition (general)): blocker. (4) The drug is CCCCN(CCCC)S(=O)(=O)c1ccc(NC(=O)CN2CCOCC2)cc1. Results: hERG_inhib (hERG inhibition (general)): blocker. (5) The molecule is O=C(C1CC1)N1CCN(c2ccc([N+](=O)[O-])cc2)CC1. Results: hERG_inhib (hERG inhibition (general)): blocker. (6) The drug is Cc1ccc(NC(=Nc2ccc(Br)cc2)N2CCOCC2)cc1C. Results: hERG_inhib (hERG inhibition (general)): blocker. (7) The drug is CCCNC(=O)C1(CC2CC(c3ccccc3)=NO2)CCN(C(=O)c2ccccc2)CC1. Results: hERG_inhib (hERG inhibition (general)): blocker. (8) The drug is O=C(Nc1ccccc1Oc1cccnc1)C1CCCN(Cc2ccccc2O)C1. Results: hERG_inhib (hERG inhibition (general)): blocker.